This data is from Full USPTO retrosynthesis dataset with 1.9M reactions from patents (1976-2016). The task is: Predict the reactants needed to synthesize the given product. The reactants are: C1C=CC(P(C2C=CC=CC=2)C2C=CC=CC=2)=CC=1.[CH2:20]([C:24]1[N:25]([CH2:32][C:33]([OH:36])([CH3:35])[CH3:34])[C:26](I)=[C:27]([C:29]#[N:30])[N:28]=1)[CH2:21][CH2:22][CH3:23].Cl.[NH2:38][C:39]1[CH:44]=[C:43]([C:45]([O:47][CH3:48])=[O:46])[CH:42]=[CH:41][C:40]=1B(O)O.C([O-])([O-])=O.[Na+].[Na+]. Given the product [NH2:38][C:39]1[CH:44]=[C:43]([C:45]([O:47][CH3:48])=[O:46])[CH:42]=[CH:41][C:40]=1[C:26]1[N:25]([CH2:32][C:33]([OH:36])([CH3:35])[CH3:34])[C:24]([CH2:20][CH2:21][CH2:22][CH3:23])=[N:28][C:27]=1[C:29]#[N:30], predict the reactants needed to synthesize it.